From a dataset of Blood-brain barrier permeability regression values from the B3DB database. Regression/Classification. Given a drug SMILES string, predict its absorption, distribution, metabolism, or excretion properties. Task type varies by dataset: regression for continuous measurements (e.g., permeability, clearance, half-life) or binary classification for categorical outcomes (e.g., BBB penetration, CYP inhibition). For this dataset (b3db_regression), we predict Y. (1) The drug is CC1=CN(C(=O)NC1=O)C2CC(C(O2)CO)N[NH+]=[N-]. The Y is -0.720 log(BB ratio). (2) The molecule is CC1=CN(C(=O)NC1=O)[C@H]2C[C@@H]([C@H](O2)CO)N=[N+]=[N-]. The Y is -0.700 log(BB ratio). (3) The Y is 0.330 log(BB ratio). The compound is C1CN=C(N1)NC2=C(C=CC=C2Br)Br. (4) The molecule is CC1=C(C(=O)N2C=CSC2=N1)CCN3CCC(=C(C4=CC=C(C=C4)F)C5=CC=C(C=C5)F)CC3. The Y is 0.300 log(BB ratio). (5) The molecule is CCN1CN(C2(C1=O)CCN(CC2)CCCC(=O)C3=CC=C(C=C3)F)C4=CC=CC=C4. The Y is -0.0100 log(BB ratio). (6) The molecule is C1=CC(=C(C=C1C[C@@H](C(=O)O)N)O)O. The Y is -0.800 log(BB ratio). (7) The drug is COC1=C(C=C(C=C1)S(=O)(=O)C)CNC2CCCNC2C3=CC=CC=C3. The Y is -0.150 log(BB ratio). (8) The molecule is CC1=NC(=CC(=N1)N2CCN(CC2)CCO)NC3=NC=C(S3)C(=O)NC4=C(C=CC=C4Cl)Cl. The Y is -1.30 log(BB ratio).